Dataset: Forward reaction prediction with 1.9M reactions from USPTO patents (1976-2016). Task: Predict the product of the given reaction. (1) Given the reactants [CH3:1][O:2][C:3]1[CH:25]=[CH:24][C:6]([CH2:7][NH:8][C:9]2[CH:14]=[C:13]([O:15][C:16]3[CH:21]=[CH:20][C:19]([NH2:22])=[CH:18][C:17]=3[F:23])[N:12]=[CH:11][N:10]=2)=[CH:5][CH:4]=1.COC1C=CC(CNC2N=CN=C(OC3C=CC(NC(NC(=O)CC4C=CC(F)=CC=4)=O)=CC=3F)C=2)=CC=1.NC1N=CN=C(OC2C=CC(NC(NC(=O)CC3C=CC(F)=CC=3)=S)=CC=2F)C=1.CN(C(ON1N=NC2C=CC=CC1=2)=[N+](C)C)C.[B-](F)(F)(F)F.CCN(C(C)C)C(C)C.[F:124][C:125]1[CH:130]=[CH:129][C:128]([N:131](C2C=CC(OC3C=CN=CC=3)=CC=2)[C:132](=[O:137])[CH2:133][C:134](N)=[O:135])=[CH:127][CH:126]=1, predict the reaction product. The product is: [CH3:1][O:2][C:3]1[CH:4]=[CH:5][C:6]([CH2:7][NH:8][C:9]2[N:10]=[CH:11][N:12]=[C:13]([O:15][C:16]3[CH:21]=[CH:20][C:19]([NH:22][C:134](=[O:135])[CH2:133][C:132]([NH:131][C:128]4[CH:129]=[CH:130][C:125]([F:124])=[CH:126][CH:127]=4)=[O:137])=[CH:18][C:17]=3[F:23])[CH:14]=2)=[CH:24][CH:25]=1. (2) Given the reactants [Cl:1][C:2]1[CH:11]=[CH:10][C:9]2[C:4](=[CH:5][C:6]([NH:12][C:13]3[CH:18]=[C:17]([C:19]4[CH:24]=[CH:23][C:22]([C:25]([F:28])([F:27])[F:26])=[CH:21][CH:20]=4)[N:16]=[CH:15][N:14]=3)=[CH:7][CH:8]=2)[N:3]=1.[NH:29]1[CH2:34][CH2:33][O:32][CH2:31][CH2:30]1, predict the reaction product. The product is: [ClH:1].[N:29]1([C:2]2[CH:11]=[CH:10][C:9]3[C:4](=[CH:5][C:6]([NH:12][C:13]4[CH:18]=[C:17]([C:19]5[CH:20]=[CH:21][C:22]([C:25]([F:26])([F:27])[F:28])=[CH:23][CH:24]=5)[N:16]=[CH:15][N:14]=4)=[CH:7][CH:8]=3)[N:3]=2)[CH2:34][CH2:33][O:32][CH2:31][CH2:30]1.